From a dataset of TCR-epitope binding with 47,182 pairs between 192 epitopes and 23,139 TCRs. Binary Classification. Given a T-cell receptor sequence (or CDR3 region) and an epitope sequence, predict whether binding occurs between them. (1) Result: 0 (the TCR does not bind to the epitope). The epitope is GVAMPNLYK. The TCR CDR3 sequence is CASSLEAGGQPQHF. (2) The epitope is DATYQRTRALVR. The TCR CDR3 sequence is CAWSVTSTGGTEAFF. Result: 1 (the TCR binds to the epitope). (3) The epitope is KRWIILGLNK. The TCR CDR3 sequence is CASSSGMRGTEAFF. Result: 1 (the TCR binds to the epitope). (4) The epitope is FQPTNGVGY. The TCR CDR3 sequence is CASSLGGAIVEQFF. Result: 0 (the TCR does not bind to the epitope).